Dataset: Experimentally validated miRNA-target interactions with 360,000+ pairs, plus equal number of negative samples. Task: Binary Classification. Given a miRNA mature sequence and a target amino acid sequence, predict their likelihood of interaction. (1) The miRNA is hsa-miR-4804-3p with sequence UGCUUAACCUUGCCCUCGAAA. The protein sequence of the target gene is MLRPQGLLWLPLLFTSVCVMLNSNVLLWITALAIKFTLIDSQAQYPVVNTNYGKIQGLRTPLPSEILGPVEQYLGVPYASPPTGERRFQPPESPSSWTGIRNATQFSAVCPQHLDERFLLHDMLPIWFTTSLDTLMTYVQDQNEDCLYLNIYVPMEDDIHEQNSKKPVMVYIHGGSYMEGTGNMIDGSILASYGNVIVITINYRLGILGFLSTGDQAAKGNYGLLDQIQALRWIEENVGAFGGDPKRVTIFGSGAGASCVSLLTLSHYSEGLFQKAIIQSGTALSSWAVNYQPAKYTRIL.... Result: 0 (no interaction). (2) The protein sequence of the target gene is MCGLQFSLPCLRLFLVVTCYLLLLLHKEILGCSSVCQLCTGRQINCRNLGLSSIPKNFPESTVFLYLTGNNISYINESELTGLHSLVALYLDNSNILYVYPKAFVQLRHLYFLFLNNNFIKRLDPGIFKGLLNLRNLYLQYNQVSFVPRGVFNDLVSVQYLNLQRNRLTVLGSGTFVGMVALRILDLSNNNILRISESGFQHLENLACLYLGSNNLTKVPSNAFEVLKSLRRLSLSHNPIEAIQPFAFKGLANLEYLLLKNSRIRNVTRDGFSGINNLKHLILSHNDLENLNSDTFSLLK.... Result: 0 (no interaction). The miRNA is hsa-miR-374a-3p with sequence CUUAUCAGAUUGUAUUGUAAUU. (3) The miRNA is hsa-miR-605-3p with sequence AGAAGGCACUAUGAGAUUUAGA. The protein sequence of the target gene is MDGIVPDIAVGTKRGSDELFSTCVTNGPFIMSSNSASAANGNDSKKFKGDSRSAGVPSRVIHIRKLPIDVTEGEVISLGLPFGKVTNLLMLKGKNQAFIEMNTEEAANTMVNYYTSVTPVLRGQPIYIQFSNHKELKTDSSPNQARAQAALQAVNSVQSGNLALAASAAAVDAGMAMAGQSPVLRIIVENLFYPVTLDVLHQIFSKFGTVLKIITFTKNNQFQALLQYADPVSAQHAKLSLDGQNIYNACCTLRIDFSKLTSLNVKYNNDKSRDYTRPDLPSGDSQPSLDQTMAAAFGLS.... Result: 1 (interaction).